This data is from Catalyst prediction with 721,799 reactions and 888 catalyst types from USPTO. The task is: Predict which catalyst facilitates the given reaction. (1) Reactant: [F:1][C:2]1[CH:29]=[CH:28][CH:27]=[CH:26][C:3]=1[CH2:4][O:5][C:6]1[CH:23]=[CH:22][C:9]([CH2:10][NH:11][CH2:12][CH2:13][NH:14][C:15](=[O:21])[O:16][C:17]([CH3:20])([CH3:19])[CH3:18])=[CH:8][C:7]=1[O:24][CH3:25].[S:30]1[CH:34]=[CH:33][CH:32]=[C:31]1[C:35](Cl)=[O:36].C(N(CC)CC)C. Product: [F:1][C:2]1[CH:29]=[CH:28][CH:27]=[CH:26][C:3]=1[CH2:4][O:5][C:6]1[CH:23]=[CH:22][C:9]([CH2:10][N:11]([C:35]([C:31]2[S:30][CH:34]=[CH:33][CH:32]=2)=[O:36])[CH2:12][CH2:13][NH:14][C:15](=[O:21])[O:16][C:17]([CH3:20])([CH3:19])[CH3:18])=[CH:8][C:7]=1[O:24][CH3:25]. The catalyst class is: 4. (2) Reactant: [CH3:1][C:2]1[C:7]([N+]([O-])=O)=[CH:6][C:5]([N+]([O-])=O)=[CH:4][C:3]=1[N+:14]([O-:16])=[O:15].N(CCC[Si](OC)(OC)OC)=C=O.CC1C([N+:39]([O-:41])=[O:40])=CC(CO)=CC=1[N+]([O-])=O. Product: [CH3:1][C:2]1[C:3]([N+:14]([O-:16])=[O:15])=[C:4]([N+:39]([O-:41])=[O:40])[CH:5]=[CH:6][CH:7]=1. The catalyst class is: 1. (3) Reactant: [Cl-:1].[Mg+2:2].[Cl-].[CH2:4]([OH:15])[C@H:5]([C@H:7]([C@@H:9]([C@@H:11]([CH2:13][OH:14])[OH:12])[OH:10])[OH:8])[OH:6]. Product: [Cl-:1].[Mg+2:2].[Cl-:1].[CH2:13]([OH:14])[C@H:11]([C@H:9]([C@@H:7]([C@@H:5]([CH2:4][OH:15])[OH:6])[OH:8])[OH:10])[OH:12]. The catalyst class is: 6. (4) Reactant: [Br:1][C:2]1[CH:3]=[C:4]2[C:8](=[CH:9][CH:10]=1)[NH:7][CH2:6][CH2:5]2.O.ON1C2C=CC=CC=2N=N1.[CH3:22][N:23]1[CH2:28]C[O:26][CH2:25][CH2:24]1.CN(C)CC(O)=O.Cl.CN(C)CCCN=C=NCC. Product: [Br:1][C:2]1[CH:3]=[C:4]2[C:8](=[CH:9][CH:10]=1)[N:7]([C:25](=[O:26])[CH2:24][N:23]([CH3:28])[CH3:22])[CH2:6][CH2:5]2. The catalyst class is: 35. (5) Product: [C:3]([NH:16][C@H:17]([C:23]([OH:22])=[O:24])[CH2:18][CH2:19][C:20]([OH:2])=[O:21])(=[O:15])[CH2:4][CH2:5][CH2:6][CH2:7][CH2:8][CH2:9][CH2:10][CH2:11][CH2:12][CH2:13][CH3:14]. Reactant: C[OH:2].[C:3]([NH:16][C@@H:17]1[C:23](=[O:24])[O:22][C:20](=[O:21])[CH2:19][CH2:18]1)(=[O:15])[CH2:4][CH2:5][CH2:6][CH2:7][CH2:8][CH2:9][CH2:10][CH2:11][CH2:12][CH2:13][CH3:14]. The catalyst class is: 202. (6) Reactant: [N:1]([CH:4]1[CH2:9][O:8][CH2:7][CH:6]([NH:10][C:11](=[O:17])[O:12][C:13]([CH3:16])([CH3:15])[CH3:14])[CH2:5]1)=[N+]=[N-]. Product: [NH2:1][CH:4]1[CH2:9][O:8][CH2:7][CH:6]([NH:10][C:11](=[O:17])[O:12][C:13]([CH3:15])([CH3:14])[CH3:16])[CH2:5]1. The catalyst class is: 78. (7) Reactant: [NH2:1][C:2]1[CH:9]=[CH:8][CH:7]=[C:6]([F:10])[C:3]=1[C:4]#[N:5].[Br:11]N1C(=O)CCC1=O. Product: [NH2:1][C:2]1[C:3]([C:4]#[N:5])=[C:6]([F:10])[C:7]([Br:11])=[CH:8][CH:9]=1. The catalyst class is: 3.